From a dataset of Forward reaction prediction with 1.9M reactions from USPTO patents (1976-2016). Predict the product of the given reaction. The product is: [CH3:24][C:18]1[CH:19]=[CH:20][C:21]([OH:23])=[CH:22][C:17]=1[CH2:16][CH2:15][CH2:14][NH:13][C:9]1[N:8]=[C:7]([CH3:25])[C:6]([C:4]([OH:5])=[O:3])=[C:11]([CH3:12])[N:10]=1. Given the reactants C([O:3][C:4]([C:6]1[C:7]([CH3:25])=[N:8][C:9]([NH:13][CH2:14][CH2:15][CH2:16][C:17]2[CH:22]=[C:21]([OH:23])[CH:20]=[CH:19][C:18]=2[CH3:24])=[N:10][C:11]=1[CH3:12])=[O:5])C.O.[OH-].[Li+], predict the reaction product.